Dataset: Forward reaction prediction with 1.9M reactions from USPTO patents (1976-2016). Task: Predict the product of the given reaction. (1) Given the reactants Br[CH:2]([CH3:13])[C:3]([C:5]1[CH:10]=[CH:9][C:8]([CH3:11])=[C:7]([Cl:12])[CH:6]=1)=[O:4].[C:14]([NH2:18])([CH3:17])([CH3:16])[CH3:15], predict the reaction product. The product is: [C:14]([NH:18][CH:2]([CH3:13])[C:3]([C:5]1[CH:10]=[CH:9][C:8]([CH3:11])=[C:7]([Cl:12])[CH:6]=1)=[O:4])([CH3:17])([CH3:16])[CH3:15]. (2) The product is: [NH2:8][C:9]1[C:14]2[C:15]([NH:28][C:29]([C@H:31]3[CH2:32][CH2:33][C@H:34]([N:37]4[CH2:41][CH2:40][CH2:39][C:38]4=[O:42])[CH2:35][CH2:36]3)=[O:30])=[C:16]([C:18]([NH:20][C:21]3[CH:26]=[CH:25][C:24]([Cl:27])=[CH:23][N:22]=3)=[O:19])[O:17][C:13]=2[CH:12]=[CH:11][CH:10]=1. Given the reactants C(OC([NH:8][C:9]1[C:14]2[C:15]([NH:28][C:29]([C@H:31]3[CH2:36][CH2:35][C@H:34]([N:37]4[CH2:41][CH2:40][CH2:39][C:38]4=[O:42])[CH2:33][CH2:32]3)=[O:30])=[C:16]([C:18]([NH:20][C:21]3[CH:26]=[CH:25][C:24]([Cl:27])=[CH:23][N:22]=3)=[O:19])[O:17][C:13]=2[CH:12]=[CH:11][CH:10]=1)=O)(C)(C)C, predict the reaction product. (3) Given the reactants [C:1]([CH2:4][C:5]1[C:13]2[C:8](=[CH:9][CH:10]=[C:11]([F:14])[CH:12]=2)[N:7]([CH2:15][C:16]2[C:25]3[C:20](=[CH:21][CH:22]=[CH:23][CH:24]=3)[CH:19]=[CH:18][CH:17]=2)C=1C(O)=O)([OH:3])=[O:2].[C:29](Cl)(=[O:31])[CH3:30], predict the reaction product. The product is: [F:14][C:11]1[CH:12]=[C:13]2[C:8](=[CH:9][CH:10]=1)[N:7]([CH2:15][C:16]1[C:25]3[C:20](=[CH:21][CH:22]=[CH:23][CH:24]=3)[CH:19]=[CH:18][CH:17]=1)[C:30]1[C:29](=[O:31])[O:3][C:1](=[O:2])[CH2:4][C:5]2=1.